From a dataset of Full USPTO retrosynthesis dataset with 1.9M reactions from patents (1976-2016). Predict the reactants needed to synthesize the given product. (1) The reactants are: [F:1][C:2]([F:23])([F:22])[O:3][C:4]1[CH:9]=[CH:8][C:7]([N:10]2[CH:14]=[N:13][C:12]([C:15]3[CH:21]=[CH:20][C:18]([NH2:19])=[CH:17][CH:16]=3)=[N:11]2)=[CH:6][CH:5]=1.[C:24]1([C:33]2[CH:38]=[CH:37][CH:36]=[CH:35][CH:34]=2)[CH:29]=[CH:28][C:27]([C:30](Cl)=[O:31])=[CH:26][CH:25]=1.C(N(CC)CC)C. Given the product [F:23][C:2]([F:1])([F:22])[O:3][C:4]1[CH:5]=[CH:6][C:7]([N:10]2[CH:14]=[N:13][C:12]([C:15]3[CH:21]=[CH:20][C:18]([NH:19][C:30]([C:27]4[CH:28]=[CH:29][C:24]([C:33]5[CH:34]=[CH:35][CH:36]=[CH:37][CH:38]=5)=[CH:25][CH:26]=4)=[O:31])=[CH:17][CH:16]=3)=[N:11]2)=[CH:8][CH:9]=1, predict the reactants needed to synthesize it. (2) Given the product [Br:24][C:25]1[CH:26]=[C:27]([CH3:36])[C:28]2[N:29]([CH:31]=[C:32]([CH2:34][N:11]([CH:9]3[C:10]4[N:1]=[CH:2][CH:3]=[CH:4][C:5]=4[CH2:6][CH2:7][CH2:8]3)[CH2:12][CH2:13][CH2:14][CH2:15][NH2:16])[N:33]=2)[CH:30]=1, predict the reactants needed to synthesize it. The reactants are: [N:1]1[C:10]2[CH:9]([NH:11][CH2:12][CH2:13][CH2:14][CH2:15][NH:16]C(=O)OC(C)(C)C)[CH2:8][CH2:7][CH2:6][C:5]=2[CH:4]=[CH:3][CH:2]=1.[Br:24][C:25]1[CH:26]=[C:27]([CH3:36])[C:28]2[N:29]([CH:31]=[C:32]([CH:34]=O)[N:33]=2)[CH:30]=1.